Predict the reaction yield, written as a fraction of the theoretical maximum amount of product (1.0 means a 100% yield; for example, 0.34 means a 34% yield). From a dataset of Reaction yield outcomes from USPTO patents with 853,638 reactions. (1) The product is [CH2:1]([N:8]1[CH2:9][CH2:10][CH:11]2[CH:24]([CH:25]([C:26]([O:28][CH2:29][CH3:30])=[O:27])[CH2:14][CH:13]=[CH:12]2)[CH2:23]1)[C:2]1[CH:7]=[CH:6][CH:5]=[CH:4][CH:3]=1. The yield is 0.300. The catalyst is C(#N)C. The reactants are [CH2:1]([NH:8][CH2:9][CH2:10][CH:11]=[CH:12][CH:13]=[CH2:14])[C:2]1[CH:7]=[CH:6][CH:5]=[CH:4][CH:3]=1.C(N(CC)CC)C.Br[CH2:23][CH:24]=[CH:25][C:26]([O:28][CH2:29][CH3:30])=[O:27].O. (2) The reactants are [C:1]1([C:7]2([C:11]([OH:13])=O)[CH2:10][CH2:9][CH2:8]2)[CH:6]=[CH:5][CH:4]=[CH:3][CH:2]=1.CN(C(ON1N=N[C:24]2[CH:25]=[CH:26][CH:27]=[N:28][C:23]1=2)=[N+](C)C)C.F[P-](F)(F)(F)(F)F.C(N(C(C)C)CC)(C)C.N1CCCCC1. The catalyst is C1COCC1. The product is [C:1]1([C:7]2([C:11]([N:28]3[CH2:23][CH2:24][CH2:25][CH2:26][CH2:27]3)=[O:13])[CH2:8][CH2:9][CH2:10]2)[CH:2]=[CH:3][CH:4]=[CH:5][CH:6]=1. The yield is 0.730.